Dataset: Full USPTO retrosynthesis dataset with 1.9M reactions from patents (1976-2016). Task: Predict the reactants needed to synthesize the given product. (1) Given the product [CH3:1][C:2]1[C:8]([CH3:9])=[CH:7][CH:6]=[C:5]([N+:35]([O-:37])=[O:36])[C:3]=1[N:4]=[C:70]1[S:71][CH2:61][C:60]2([CH2:59][CH2:64][CH2:63][CH2:62]2)[NH:69]1, predict the reactants needed to synthesize it. The reactants are: [CH3:1][C:2]1[C:8]([CH3:9])=[CH:7][CH:6]=[CH:5][C:3]=1[NH2:4].CC1C=CC=C(NC(C)=O)C=1C.C(N)(=O)C.CC1C(C)=CC=C([N+:35]([O-:37])=[O:36])C=1N.NC1C=CC=CC=1.OCCN.Cl.ClCC1(N)CCCC1.C[C:59]1[C:64](C)=[CH:63][CH:62]=[C:61]([N+]([O-])=O)[C:60]=1[N:69]=[C:70]=[S:71]. (2) Given the product [Br:14][C:15]1[CH:20]=[CH:19][C:18]([O:21][CH2:22][CH2:23][CH:4]([C:5]([O:7][CH2:8][CH3:9])=[O:6])[C:3]([O:11][CH2:12][CH3:13])=[O:10])=[CH:17][CH:16]=1, predict the reactants needed to synthesize it. The reactants are: [H-].[Na+].[C:3]([O:11][CH2:12][CH3:13])(=[O:10])[CH2:4][C:5]([O:7][CH2:8][CH3:9])=[O:6].[Br:14][C:15]1[CH:20]=[CH:19][C:18]([O:21][CH2:22][CH2:23]Br)=[CH:17][CH:16]=1. (3) Given the product [O:54]=[C:44]1[N:43]([CH:40]2[CH2:39][CH2:38][N:37]([C:2]([O:35][C@@H:30]([C:31]([O:33][CH3:34])=[O:32])[CH2:29][C:25]3[CH:24]=[C:23]([CH3:36])[C:22]([O:21][CH2:14][C:15]4[CH:20]=[CH:19][CH:18]=[CH:17][CH:16]=4)=[C:27]([CH3:28])[CH:26]=3)=[O:3])[CH2:42][CH2:41]2)[CH2:49][CH2:48][C:47]2[CH:50]=[CH:51][CH:52]=[CH:53][C:46]=2[NH:45]1, predict the reactants needed to synthesize it. The reactants are: Cl[C:2](OC1C=CC([N+]([O-])=O)=CC=1)=[O:3].[CH2:14]([O:21][C:22]1[C:27]([CH3:28])=[CH:26][C:25]([CH2:29][C@@H:30]([OH:35])[C:31]([O:33][CH3:34])=[O:32])=[CH:24][C:23]=1[CH3:36])[C:15]1[CH:20]=[CH:19][CH:18]=[CH:17][CH:16]=1.[NH:37]1[CH2:42][CH2:41][CH:40]([N:43]2[CH2:49][CH2:48][C:47]3[CH:50]=[CH:51][CH:52]=[CH:53][C:46]=3[NH:45][C:44]2=[O:54])[CH2:39][CH2:38]1. (4) Given the product [Cl:7][C:8]1[CH:9]=[C:10](/[CH:11]=[CH:34]/[CH:36]2[N:41]3[CH2:42][CH2:43][N:44]([C:46]([O:48][C:49]([CH3:50])([CH3:52])[CH3:51])=[O:47])[CH2:45][C@@H:40]3[CH2:39][CH2:38][CH2:37]2)[CH:31]=[CH:32][CH:33]=1, predict the reactants needed to synthesize it. The reactants are: [Li]CCCC.[Br-].[Cl:7][C:8]1[CH:9]=[C:10]([CH:31]=[CH:32][CH:33]=1)[CH2:11][P+](C1C=CC=CC=1)(C1C=CC=CC=1)C1C=CC=CC=1.[CH:34]([CH:36]1[N:41]2[CH2:42][CH2:43][N:44]([C:46]([O:48][C:49]([CH3:52])([CH3:51])[CH3:50])=[O:47])[CH2:45][C@@H:40]2[CH2:39][CH2:38][CH2:37]1)=O.